Dataset: Full USPTO retrosynthesis dataset with 1.9M reactions from patents (1976-2016). Task: Predict the reactants needed to synthesize the given product. (1) Given the product [NH2:20][C:21]1[C:26]2=[C:27]([C:34]3[CH:39]=[CH:38][C:37]([NH:40][C:41]([NH:43][C:44]4[CH:49]=[C:48]([C:50]([F:53])([F:52])[F:51])[CH:47]=[CH:46][N:45]=4)=[O:42])=[CH:36][CH:35]=3)[C:28]([C:31]([O:33][CH2:1][CH3:2])=[O:32])=[C:29]([C:59]3[CH:58]=[CH:57][CH:56]=[C:55]([F:54])[CH:60]=3)[N:25]2[N:24]=[CH:23][N:22]=1, predict the reactants needed to synthesize it. The reactants are: [C:1]1(P(C2C=CC=CC=2)C2C=CC=CC=2)C=CC=C[CH:2]=1.[NH2:20][C:21]1[C:26]2=[C:27]([C:34]3[CH:39]=[CH:38][C:37]([NH:40][C:41]([NH:43][C:44]4[CH:49]=[C:48]([C:50]([F:53])([F:52])[F:51])[CH:47]=[CH:46][N:45]=4)=[O:42])=[CH:36][CH:35]=3)[C:28]([C:31]([O-:33])=[O:32])=[C:29](Br)[N:25]2[N:24]=[CH:23][N:22]=1.[F:54][C:55]1[CH:56]=[C:57](B(O)O)[CH:58]=[CH:59][CH:60]=1.C([O-])([O-])=O.[Na+].[Na+]. (2) Given the product [CH2:9]([C@H:5]1[C@:4]([OH:12])([CH3:1])[CH2:8][CH2:7][N:6]1[C:14]1[CH:21]=[CH:20][C:17]([C:18]#[N:19])=[C:16]([C:22]([F:23])([F:25])[F:24])[CH:15]=1)[CH3:11], predict the reactants needed to synthesize it. The reactants are: [CH:1]1([C@:4]2([OH:12])[CH2:8][CH2:7][NH:6][C@H:5]2[CH:9]([CH3:11])C)CC1.F[C:14]1[CH:21]=[CH:20][C:17]([C:18]#[N:19])=[C:16]([C:22]([F:25])([F:24])[F:23])[CH:15]=1.C(=O)([O-])[O-].[Li+].[Li+]. (3) Given the product [F:17][CH2:16][CH2:15][O:10][C:7]1[CH:8]=[CH:9][C:4]([C:3]([O:2][CH3:1])=[O:11])=[CH:5][CH:6]=1, predict the reactants needed to synthesize it. The reactants are: [CH3:1][O:2][C:3](=[O:11])[C:4]1[CH:9]=[CH:8][C:7]([OH:10])=[CH:6][CH:5]=1.[H-].[Na+].Br[CH2:15][CH2:16][F:17].Cl. (4) Given the product [CH:15]1([C:8]2[C:9]3[C:14](=[CH:13][CH:12]=[CH:11][CH:10]=3)[N:5]([CH2:4][C:3]([NH2:2])=[O:18])[CH2:6][CH:7]=2)[CH2:16][CH2:17]1, predict the reactants needed to synthesize it. The reactants are: [Br-].[NH2:2][C:3](=[O:18])[CH2:4][N+:5]1[C:14]2[C:9](=[CH:10][CH:11]=[CH:12][CH:13]=2)[C:8]([CH:15]2[CH2:17][CH2:16]2)=[CH:7][CH:6]=1.[BH4-].[Na+].O. (5) Given the product [F:1][C:2]1[CH:3]=[CH:4][C:5]([C:8]2[N:9]=[C:10]3[CH2:15][CH2:14][CH2:13][CH2:12][N:11]3[C:16]=2[C:17]2[CH:18]=[CH:19][C:20]3[N:21]([CH:23]=[C:24]([NH2:26])[N:25]=3)[N:22]=2)=[CH:6][CH:7]=1, predict the reactants needed to synthesize it. The reactants are: [F:1][C:2]1[CH:7]=[CH:6][C:5]([C:8]2[N:9]=[C:10]3[CH2:15][CH2:14][CH2:13][CH2:12][N:11]3[C:16]=2[C:17]2[CH:18]=[CH:19][C:20]3[N:21]([CH:23]=[C:24]([NH:26]C(=O)C)[N:25]=3)[N:22]=2)=[CH:4][CH:3]=1.Cl.O1CCOCC1. (6) Given the product [CH2:11]([N:8]1[C:5]2=[N:6][CH:7]=[C:2]([B:16]3[O:17][C:18]([CH3:20])([CH3:19])[C:14]([CH3:30])([CH3:13])[O:15]3)[CH:3]=[C:4]2[N:10]=[N:9]1)[CH3:12], predict the reactants needed to synthesize it. The reactants are: Br[C:2]1[CH:3]=[C:4]2[N:10]=[N:9][N:8]([CH2:11][CH3:12])[C:5]2=[N:6][CH:7]=1.[CH3:13][C:14]1([CH3:30])[C:18]([CH3:20])([CH3:19])[O:17][B:16]([B:16]2[O:17][C:18]([CH3:20])([CH3:19])[C:14]([CH3:30])([CH3:13])[O:15]2)[O:15]1.O1CCOCC1. (7) Given the product [OH:1][C:2]1[CH:10]=[CH:9][CH:8]=[C:7]2[C:3]=1[CH:4]=[C:5]([C:12]([OH:14])=[O:13])[N:6]2[CH3:11], predict the reactants needed to synthesize it. The reactants are: [OH:1][C:2]1[CH:10]=[CH:9][CH:8]=[C:7]2[C:3]=1[CH:4]=[C:5]([C:12]([O:14]CC)=[O:13])[N:6]2[CH3:11].O[Li].O.OS([O-])(=O)=O.[K+]. (8) Given the product [CH3:27][S:28]([O:18][CH:16]([C:13]1[CH:14]=[CH:15][C:10]([CH2:9][CH2:8][NH:7][C:6]([O:5][C:1]([CH3:2])([CH3:4])[CH3:3])=[O:19])=[CH:11][CH:12]=1)[CH3:17])(=[O:30])=[O:29], predict the reactants needed to synthesize it. The reactants are: [C:1]([O:5][C:6](=[O:19])[NH:7][CH2:8][CH2:9][C:10]1[CH:15]=[CH:14][C:13]([CH:16]([OH:18])[CH3:17])=[CH:12][CH:11]=1)([CH3:4])([CH3:3])[CH3:2].C(N(CC)CC)C.[CH3:27][S:28](Cl)(=[O:30])=[O:29]. (9) Given the product [Br:1][CH2:2][C:3]1[CH:4]=[CH:5][C:6]([Cl:12])=[C:7]([CH:11]=1)[C:8]([NH:20][CH2:23][C:14]12[CH2:13][CH:5]3[CH2:6][CH:7]([CH2:11][CH:3]([CH2:4]3)[CH2:2]1)[CH2:8]2)=[O:10], predict the reactants needed to synthesize it. The reactants are: [Br:1][CH2:2][C:3]1[CH:4]=[CH:5][C:6]([Cl:12])=[C:7]([CH:11]=1)[C:8]([OH:10])=O.[C:13](Cl)(=O)[C:14](Cl)=O.C[N:20]([CH3:23])C=O. (10) Given the product [NH2:21][C@H:4]1[CH2:3][C:2]([F:29])([F:1])[CH2:6][C@@H:5]1[NH:7][C:8](=[O:20])[C:9]1[CH:14]=[CH:13][CH:12]=[CH:11][C:10]=1[N:15]1[N:16]=[CH:17][CH:18]=[N:19]1, predict the reactants needed to synthesize it. The reactants are: [F:1][C:2]1([F:29])[CH2:6][C@H:5]([NH:7][C:8](=[O:20])[C:9]2[CH:14]=[CH:13][CH:12]=[CH:11][C:10]=2[N:15]2[N:19]=[CH:18][CH:17]=[N:16]2)[C@@H:4]([NH:21]S(C(C)(C)C)(=O)=O)[CH2:3]1.C1(OC)C=CC=CC=1.FC(F)(F)S(O)(=O)=O.